Dataset: Catalyst prediction with 721,799 reactions and 888 catalyst types from USPTO. Task: Predict which catalyst facilitates the given reaction. (1) Reactant: [F:1][C:2]1[CH:9]=[C:8]([C:10]2[CH:15]=[C:14]([O:16][CH2:17][C:18]3[CH:23]=[CH:22][CH:21]=[CH:20][N:19]=3)[N:13]=[C:12]3[CH2:24][CH2:25][CH2:26][C:11]=23)[CH:7]=[CH:6][C:3]=1[C:4]#[N:5].C([OH:31])(C)(C)C.[F-].[K+]. Product: [F:1][C:2]1[CH:9]=[C:8]([C:10]2[CH:15]=[C:14]([O:16][CH2:17][C:18]3[CH:23]=[CH:22][CH:21]=[CH:20][N:19]=3)[N:13]=[C:12]3[CH2:24][CH2:25][CH2:26][C:11]=23)[CH:7]=[CH:6][C:3]=1[C:4]([NH2:5])=[O:31]. The catalyst class is: 13. (2) Reactant: Br[C:2]1[S:3][C:4]([C:7]([O:9][CH2:10][CH3:11])=[O:8])=[CH:5][N:6]=1.[Cl:12][C:13]1[CH:14]=[C:15]([OH:19])[CH:16]=[CH:17][CH:18]=1.C(=O)([O-])[O-].[K+].[K+].O. Product: [Cl:12][C:13]1[CH:14]=[C:15]([CH:16]=[CH:17][CH:18]=1)[O:19][C:2]1[S:3][C:4]([C:7]([O:9][CH2:10][CH3:11])=[O:8])=[CH:5][N:6]=1. The catalyst class is: 3. (3) Reactant: [CH3:1][CH:2]([CH:4]1[N:9]([CH2:10][C@H:11]2[CH2:16][N:15]([S:17]([C:20]3[S:21][C:22]([N+:25]([O-])=O)=[CH:23][CH:24]=3)(=[O:19])=[O:18])[CH2:14][CH2:13][N:12]2[C:28]2[N:33]=[CH:32][C:31]([C:34]([OH:43])([C:39]([F:42])([F:41])[F:40])[C:35]([F:38])([F:37])[F:36])=[CH:30][N:29]=2)[CH2:8][CH2:7][NH:6][C:5]1=[O:44])[CH3:3].C([O-])(O)=O.[Na+]. Product: [NH2:25][C:22]1[S:21][C:20]([S:17]([N:15]2[CH2:14][CH2:13][N:12]([C:28]3[N:29]=[CH:30][C:31]([C:34]([OH:43])([C:35]([F:36])([F:38])[F:37])[C:39]([F:40])([F:41])[F:42])=[CH:32][N:33]=3)[C@@H:11]([CH2:10][N:9]3[CH2:8][CH2:7][NH:6][C:5](=[O:44])[CH:4]3[CH:2]([CH3:3])[CH3:1])[CH2:16]2)(=[O:18])=[O:19])=[CH:24][CH:23]=1. The catalyst class is: 180. (4) Reactant: [Br:1][C:2]1[C:10]([O:11][CH3:12])=[CH:9][CH:8]=[C:7]2[C:3]=1[CH:4]=[N:5][NH:6]2.Br[CH2:14][C:15]([O:17][CH2:18][CH3:19])=[O:16].C(=O)([O-])[O-].[K+].[K+].CN(C)C=O. Product: [Br:1][C:2]1[C:10]([O:11][CH3:12])=[CH:9][CH:8]=[C:7]2[C:3]=1[CH:4]=[N:5][N:6]2[CH2:14][C:15]([O:17][CH2:18][CH3:19])=[O:16]. The catalyst class is: 6. (5) Reactant: [F:1][C:2]1[CH:3]=[C:4]2[C:8](=[CH:9][C:10]=1[F:11])[C:7](=[O:12])[NH:6][C:5]2=[O:13].[BH4-].[Na+].Cl. Product: [F:11][C:10]1[CH:9]=[C:8]2[C:4](=[CH:3][C:2]=1[F:1])[C:5](=[O:13])[NH:6][CH:7]2[OH:12]. The catalyst class is: 8.